Dataset: TCR-epitope binding with 47,182 pairs between 192 epitopes and 23,139 TCRs. Task: Binary Classification. Given a T-cell receptor sequence (or CDR3 region) and an epitope sequence, predict whether binding occurs between them. (1) Result: 1 (the TCR binds to the epitope). The TCR CDR3 sequence is CASSLEGAGGTAFF. The epitope is FLNGSCGSV. (2) The epitope is EIYKRWII. The TCR CDR3 sequence is CASLISGTDTQYF. Result: 0 (the TCR does not bind to the epitope). (3) The epitope is YLQPRTFLL. The TCR CDR3 sequence is CASSQDLPWDRTNTEAFF. Result: 0 (the TCR does not bind to the epitope). (4) The epitope is FLNGSCGSV. The TCR CDR3 sequence is CASSSLDGAEQFF. Result: 1 (the TCR binds to the epitope). (5) The epitope is YLNTLTLAV. The TCR CDR3 sequence is CASSLPLNPTGTSGVNGPGELFF. Result: 1 (the TCR binds to the epitope). (6) The epitope is KLGGALQAK. The TCR CDR3 sequence is CASSQDRVLAGAYEQYF. Result: 1 (the TCR binds to the epitope).